Dataset: Forward reaction prediction with 1.9M reactions from USPTO patents (1976-2016). Task: Predict the product of the given reaction. (1) Given the reactants Br[CH2:2][C:3]([C:5]1[C:10]2[CH2:11][C:12](=[CH:20][CH2:21][CH2:22][Br:23])[C:13]3[C:14]([O:19][C:9]=2[CH:8]=[CH:7][CH:6]=1)=[N:15][CH:16]=[CH:17][CH:18]=3)=O.[NH2:24][C:25]([NH2:27])=[S:26].C(=O)(O)[O-].[Na+], predict the reaction product. The product is: [NH2:27][C:25]1[S:26][CH:2]=[C:3]([C:5]2[C:10]3[CH2:11][C:12](=[CH:20][CH2:21][CH2:22][Br:23])[C:13]4[C:14]([O:19][C:9]=3[CH:8]=[CH:7][CH:6]=2)=[N:15][CH:16]=[CH:17][CH:18]=4)[N:24]=1. (2) Given the reactants [C:1]([CH2:3][C:4]1([N:15]2[CH2:20][CH2:19][CH:18]([NH:21][C@@H:22]3[CH2:24][C@H:23]3[C:25]3[CH:30]=[CH:29][CH:28]=[CH:27][CH:26]=3)[CH2:17][CH2:16]2)[CH2:7][N:6]([C:8]([O:10][C:11]([CH3:14])([CH3:13])[CH3:12])=[O:9])[CH2:5]1)#[N:2].C(N(CC)C(C)C)(C)C.[F:40][C:41]([F:52])([F:51])[C:42](O[C:42](=[O:43])[C:41]([F:52])([F:51])[F:40])=[O:43], predict the reaction product. The product is: [C:1]([CH2:3][C:4]1([N:15]2[CH2:20][CH2:19][CH:18]([N:21]([C@@H:22]3[CH2:24][C@H:23]3[C:25]3[CH:30]=[CH:29][CH:28]=[CH:27][CH:26]=3)[C:42](=[O:43])[C:41]([F:52])([F:51])[F:40])[CH2:17][CH2:16]2)[CH2:5][N:6]([C:8]([O:10][C:11]([CH3:14])([CH3:13])[CH3:12])=[O:9])[CH2:7]1)#[N:2]. (3) Given the reactants Br[C:2]1[CH:3]=[CH:4][C:5]([N:8]2[CH2:20][CH2:19][C:18]3[C:17]4[C:12](=[CH:13][CH:14]=[CH:15][CH:16]=4)[NH:11][C:10]=3[CH:9]2[C:21]2[CH:22]=[CH:23][C:24]3[O:28][CH2:27][CH2:26][C:25]=3[CH:29]=2)=[N:6][CH:7]=1.C([Sn](CCCC)(CCCC)[C:35]1[CH:40]=[CH:39][CH:38]=[CH:37][N:36]=1)CCC, predict the reaction product. The product is: [N:36]1[CH:37]=[CH:38][CH:39]=[CH:40][C:35]=1[C:2]1[CH:7]=[N:6][C:5]([N:8]2[CH2:20][CH2:19][C:18]3[C:17]4[C:12](=[CH:13][CH:14]=[CH:15][CH:16]=4)[NH:11][C:10]=3[CH:9]2[C:21]2[CH:22]=[CH:23][C:24]3[O:28][CH2:27][CH2:26][C:25]=3[CH:29]=2)=[CH:4][CH:3]=1. (4) Given the reactants C(Cl)(=O)C(Cl)=O.CS(C)=O.[OH:11][CH2:12][CH2:13][N:14]1[C:19]2[CH:20]=[C:21]([O:24][CH3:25])[CH:22]=[CH:23][C:18]=2[O:17][CH2:16][C:15]1=[O:26].C(N(CC)CC)C, predict the reaction product. The product is: [CH3:25][O:24][C:21]1[CH:22]=[CH:23][C:18]2[O:17][CH2:16][C:15](=[O:26])[N:14]([CH2:13][CH:12]=[O:11])[C:19]=2[CH:20]=1.